Predict the reactants needed to synthesize the given product. From a dataset of Full USPTO retrosynthesis dataset with 1.9M reactions from patents (1976-2016). (1) The reactants are: [Cl:1][C:2]1[CH:7]=[CH:6][CH:5]=[C:4]([Cl:8])[C:3]=1[C:9]1[NH:14][C:13](=[O:15])[CH:12]=[C:11]([OH:16])[CH:10]=1.[N+:17]([O-])([OH:19])=[O:18]. Given the product [Cl:1][C:2]1[CH:7]=[CH:6][CH:5]=[C:4]([Cl:8])[C:3]=1[C:9]1[NH:14][C:13](=[O:15])[C:12]([N+:17]([O-:19])=[O:18])=[C:11]([OH:16])[CH:10]=1, predict the reactants needed to synthesize it. (2) Given the product [Cl:30][C:27]1[C:28](=[O:29])[N:23]([CH2:22][C:21]([NH:20][CH2:19][C:18]2[CH:17]=[CH:16][N:15]=[CH:14][C:13]=2[O:12][CH2:11][CH2:10][OH:9])=[O:42])[N:24]=[CH:25][C:26]=1[NH:31][C@@H:32]1[CH2:37][C@@H:36]2[CH2:38][C@@H:34]([C:35]2([CH3:40])[CH3:39])[C@H:33]1[CH3:41], predict the reactants needed to synthesize it. The reactants are: C([O:9][CH2:10][CH2:11][O:12][C:13]1[CH:14]=[N:15][CH:16]=[CH:17][C:18]=1[CH2:19][NH:20][C:21](=[O:42])[CH2:22][N:23]1[C:28](=[O:29])[C:27]([Cl:30])=[C:26]([NH:31][C@@H:32]2[CH2:37][C@@H:36]3[CH2:38][C@@H:34]([C:35]3([CH3:40])[CH3:39])[C@H:33]2[CH3:41])[CH:25]=[N:24]1)(=O)C1C=CC=CC=1.[OH-].[Na+]. (3) Given the product [CH3:21][O:22][C:23]1[CH:29]=[C:28]([N:30]2[CH2:35][CH2:34][CH:33]([N:36]3[CH2:37][CH2:38][P:39]([CH3:43])(=[O:42])[CH2:40][CH2:41]3)[CH2:32][CH2:31]2)[CH:27]=[CH:26][C:24]=1[NH:25][C:2]1[N:7]=[N:6][CH:5]=[C:4]([NH:8][C:9]2[CH:14]=[CH:13][CH:12]=[CH:11][C:10]=2[S:15]([CH:18]([CH3:20])[CH3:19])(=[O:17])=[O:16])[CH:3]=1, predict the reactants needed to synthesize it. The reactants are: Cl[C:2]1[N:7]=[N:6][CH:5]=[C:4]([NH:8][C:9]2[CH:14]=[CH:13][CH:12]=[CH:11][C:10]=2[S:15]([CH:18]([CH3:20])[CH3:19])(=[O:17])=[O:16])[CH:3]=1.[CH3:21][O:22][C:23]1[CH:29]=[C:28]([N:30]2[CH2:35][CH2:34][CH:33]([N:36]3[CH2:41][CH2:40][P:39]([CH3:43])(=[O:42])[CH2:38][CH2:37]3)[CH2:32][CH2:31]2)[CH:27]=[CH:26][C:24]=1[NH2:25].Cl. (4) Given the product [CH:15]1([N:14]([CH:11]2[CH2:12][CH2:13][NH:8][CH2:9][CH2:10]2)[C:18]([C:20]2[CH:25]=[N:24][C:23]([N:30]3[CH:31]=[CH:32][N:33]=[C:29]3[CH2:27][CH3:28])=[N:22][CH:21]=2)=[O:19])[CH2:17][CH2:16]1, predict the reactants needed to synthesize it. The reactants are: C(OC([N:8]1[CH2:13][CH2:12][CH:11]([N:14]([C:18]([C:20]2[CH:21]=[N:22][C:23](Cl)=[N:24][CH:25]=2)=[O:19])[CH:15]2[CH2:17][CH2:16]2)[CH2:10][CH2:9]1)=O)(C)(C)C.[CH2:27]([C:29]1[NH:30][CH:31]=[CH:32][N:33]=1)[CH3:28]. (5) The reactants are: [N:1]1([C:7]2[CH:8]=[CH:9][C:10]3[N:11]([C:13]([C:16]([F:19])([F:18])[F:17])=[N:14][N:15]=3)[N:12]=2)[CH2:6][CH2:5][NH:4][CH2:3][CH2:2]1.[C:20]([O:24][C:25](=[O:35])[NH:26][C:27]1[CH:32]=[CH:31][C:30]([CH:33]=O)=[CH:29][CH:28]=1)([CH3:23])([CH3:22])[CH3:21]. Given the product [F:19][C:16]([F:17])([F:18])[C:13]1[N:11]2[N:12]=[C:7]([N:1]3[CH2:2][CH2:3][N:4]([CH2:33][C:30]4[CH:29]=[CH:28][C:27]([NH:26][C:25](=[O:35])[O:24][C:20]([CH3:22])([CH3:21])[CH3:23])=[CH:32][CH:31]=4)[CH2:5][CH2:6]3)[CH:8]=[CH:9][C:10]2=[N:15][N:14]=1, predict the reactants needed to synthesize it. (6) Given the product [NH2:1][CH:2]([CH2:3][NH:5][C@:6]([C:28]1[CH:33]=[CH:32][C:31]([F:34])=[C:30]([O:35][CH:36]([CH3:38])[CH3:37])[CH:29]=1)([C:14]1[CH:19]=[C:18]([O:20][C:21]([F:25])([F:26])[CH:22]([F:24])[F:23])[CH:17]=[C:16]([F:27])[CH:15]=1)[CH2:7][C:8]1[CH:9]=[CH:10][CH:11]=[CH:12][CH:13]=1)[C:39]([C:44]([F:45])([F:46])[F:47])([OH:48])[C:40]([F:43])([F:42])[F:41], predict the reactants needed to synthesize it. The reactants are: [NH2:1][CH:2]([C:39]([OH:48])([C:44]([F:47])([F:46])[F:45])[C:40]([F:43])([F:42])[F:41])[C:3]([NH:5][C@:6]([C:28]1[CH:33]=[CH:32][C:31]([F:34])=[C:30]([O:35][CH:36]([CH3:38])[CH3:37])[CH:29]=1)([C:14]1[CH:19]=[C:18]([O:20][C:21]([F:26])([F:25])[CH:22]([F:24])[F:23])[CH:17]=[C:16]([F:27])[CH:15]=1)[CH2:7][C:8]1[CH:13]=[CH:12][CH:11]=[CH:10][CH:9]=1)=O.B.[H][H].B(F)(F)F.CCOCC.[H-].[H-].[H-].[H-].[Li+].[Al+3]. (7) Given the product [C:1]([O:5][C:6]([NH:8][C:9]1([C:18]([O:20][CH2:27][C:28]2[CH:33]=[CH:32][CH:31]=[CH:30][CH:29]=2)=[O:19])[C:17]2[C:12](=[CH:13][CH:14]=[CH:15][CH:16]=2)[CH2:11][CH2:10]1)=[O:7])([CH3:4])([CH3:2])[CH3:3], predict the reactants needed to synthesize it. The reactants are: [C:1]([O:5][C:6]([NH:8][C:9]1([C:18]([OH:20])=[O:19])[C:17]2[C:12](=[CH:13][CH:14]=[CH:15][CH:16]=2)[CH2:11][CH2:10]1)=[O:7])([CH3:4])([CH3:3])[CH3:2].C(=O)([O-])[O-].[Cs+].[Cs+].[CH2:27](Br)[C:28]1[CH:33]=[CH:32][CH:31]=[CH:30][CH:29]=1.